From a dataset of Full USPTO retrosynthesis dataset with 1.9M reactions from patents (1976-2016). Predict the reactants needed to synthesize the given product. (1) Given the product [Br:1][C:2]1[CH:3]=[CH:4][CH:5]=[C:6]2[C:11]=1[N:10]=[C:9]([Cl:22])[N:8]([CH:13]1[CH2:18][CH2:17][O:16][CH2:15][CH2:14]1)[C:7]2=[O:19], predict the reactants needed to synthesize it. The reactants are: [Br:1][C:2]1[CH:3]=[CH:4][CH:5]=[C:6]2[C:11]=1[NH:10][C:9](=O)[N:8]([CH:13]1[CH2:18][CH2:17][O:16][CH2:15][CH2:14]1)[C:7]2=[O:19].P(Cl)(Cl)([Cl:22])=O.C(N(C(C)C)C(C)C)C.C([O-])(O)=O.[Na+]. (2) Given the product [OH:8][CH2:9][C@H:10]1[O:15][CH2:14][C@H:13]([NH:16][C:17](=[O:23])[O:18][C:19]([CH3:21])([CH3:20])[CH3:22])[CH:12]=[CH:11]1, predict the reactants needed to synthesize it. The reactants are: [Si]([O:8][CH2:9][C@H:10]1[O:15][CH2:14][C@H:13]([NH:16][C:17](=[O:23])[O:18][C:19]([CH3:22])([CH3:21])[CH3:20])[CH:12]=[CH:11]1)(C(C)(C)C)(C)C.[F-].C([N+](CCCC)(CCCC)CCCC)CCC.P([O-])([O-])([O-])=O.[K+].[K+].[K+]. (3) Given the product [Cl:1][C:2]1[C:3]([F:32])=[C:4]([CH:29]=[CH:30][CH:31]=1)[NH:5][C:6]1[C:15]2[C:10](=[CH:11][C:12]([O:27][CH3:28])=[C:13]([O:16][CH2:17][C@@H:18]3[CH2:22][CH2:21][CH2:20][N:19]3[C:23](=[O:26])[CH2:24][N:37]3[CH2:38][CH2:39][N:34]([CH3:33])[CH2:35][CH2:36]3)[CH:14]=2)[N:9]=[CH:8][N:7]=1, predict the reactants needed to synthesize it. The reactants are: [Cl:1][C:2]1[C:3]([F:32])=[C:4]([CH:29]=[CH:30][CH:31]=1)[NH:5][C:6]1[C:15]2[C:10](=[CH:11][C:12]([O:27][CH3:28])=[C:13]([O:16][CH2:17][C@@H:18]3[CH2:22][CH2:21][CH2:20][N:19]3[C:23](=[O:26])[CH2:24]Cl)[CH:14]=2)[N:9]=[CH:8][N:7]=1.[CH3:33][N:34]1[CH2:39][CH2:38][NH:37][CH2:36][CH2:35]1.